Task: Predict the reactants needed to synthesize the given product.. Dataset: Full USPTO retrosynthesis dataset with 1.9M reactions from patents (1976-2016) (1) Given the product [CH:66]1([C:61]2[CH:62]=[C:63]3[C:58](=[CH:59][CH:60]=2)[C:57](=[O:69])[N:56]([C:42]2[CH:43]=[CH:44][CH:45]=[C:46]([C:6]4[CH:5]=[C:4]([NH:17][C:18]5[CH:23]=[CH:22][C:21]([C:24]([N:26]6[CH2:31][CH2:30][N:29]([CH3:32])[CH2:28][CH2:27]6)=[O:25])=[CH:20][N:19]=5)[C:3](=[O:33])[N:2]([CH3:1])[CH:7]=4)[C:41]=2[CH2:40][OH:39])[CH:65]=[CH:64]3)[CH2:68][CH2:67]1, predict the reactants needed to synthesize it. The reactants are: [CH3:1][N:2]1[CH:7]=[C:6](B2OC(C)(C)C(C)(C)O2)[CH:5]=[C:4]([NH:17][C:18]2[CH:23]=[CH:22][C:21]([C:24]([N:26]3[CH2:31][CH2:30][N:29]([CH3:32])[CH2:28][CH2:27]3)=[O:25])=[CH:20][N:19]=2)[C:3]1=[O:33].C([SiH2][O:39][C:40](C)(C)[C:41]1[C:46](B2OC(C)(C)C(C)(C)O2)=[CH:45][CH:44]=[CH:43][C:42]=1[N:56]1[CH:65]=[CH:64][C:63]2[C:58](=[CH:59][CH:60]=[C:61]([CH:66]3[CH2:68][CH2:67]3)[CH:62]=2)[C:57]1=[O:69])(C)(C)C.C(=O)([O-])[O-].[Cs+].[Cs+].O.ClCCl. (2) Given the product [C:15]1([N:12]=[N+:13]=[N-:14])[CH:20]=[CH:19][CH:18]=[CH:17][CH:16]=1, predict the reactants needed to synthesize it. The reactants are: N(OC(C)(C)C)=O.C[Si]([N:12]=[N+:13]=[N-:14])(C)C.[C:15]1(N)[CH:20]=[CH:19][CH:18]=[CH:17][CH:16]=1. (3) Given the product [NH2:24][C:19]1[CH:18]=[C:17]([C:9]2[C:10]3[C:14]([CH3:15])=[C:13]([CH3:16])[S:12][C:11]=3[C:2]([Br:1])=[C:3]3[C:8]=2[CH:7]=[CH:6][CH:5]=[CH:4]3)[CH:22]=[CH:21][C:20]=1[OH:23], predict the reactants needed to synthesize it. The reactants are: [Br:1][C:2]1[C:11]2[S:12][C:13]([CH3:16])=[C:14]([CH3:15])[C:10]=2[C:9]([C:17]2[CH:22]=[CH:21][C:20]([OH:23])=[C:19]([N+:24]([O-])=O)[CH:18]=2)=[C:8]2[C:3]=1[CH:4]=[CH:5][CH:6]=[CH:7]2.NN.C(O)C. (4) Given the product [CH2:11]([O:10][CH:4]([O:3][CH2:1][CH3:2])[C:5](=[O:7])[CH:19]([C:13]1[CH:18]=[CH:17][CH:16]=[CH:15][CH:14]=1)[CH3:20])[CH3:12], predict the reactants needed to synthesize it. The reactants are: [CH2:1]([O:3][CH:4]([O:10][CH2:11][CH3:12])[C:5]([O:7]CC)=O)[CH3:2].[C:13]1([CH:19]([Mg]Cl)[CH3:20])[CH:18]=[CH:17][CH:16]=[CH:15][CH:14]=1.[Cl-].[NH4+]. (5) The reactants are: [S:1](=[O:26])(=[O:25])([O:3][C:4]1[C:21]([O:22][CH3:23])=[CH:20][C:19]2[C@@H:18]3[C@H:9]([C@H:10]4[C@@:14]([CH2:16][CH2:17]3)([CH3:15])[C:13](=O)[CH2:12][CH2:11]4)[CH2:8][CH2:7][C:6]=2[CH:5]=1)[NH2:2].Cl.[NH2:28][OH:29].C(=O)(O)[O-].[Na+].O. Given the product [S:1](=[O:26])(=[O:25])([O:3][C:4]1[C:21]([O:22][CH3:23])=[CH:20][C:19]2[C@@H:18]3[C@H:9]([C@H:10]4[C@@:14]([CH2:16][CH2:17]3)([CH3:15])/[C:13](=[N:28]/[OH:29])/[CH2:12][CH2:11]4)[CH2:8][CH2:7][C:6]=2[CH:5]=1)[NH2:2], predict the reactants needed to synthesize it. (6) Given the product [CH3:1][O:2][C:3]1[CH:4]=[C:5]2[C:10](=[CH:11][C:12]=1[O:13][CH3:14])[N:9]=[CH:8][CH:7]=[C:6]2[O:15][C:16]1[CH:22]=[CH:21][C:19]([NH:20][C:36]([NH:51][C@H:49]([C:45]2[S:44][CH:48]=[CH:47][N:46]=2)[CH3:50])=[O:42])=[CH:18][C:17]=1[O:23][CH3:24], predict the reactants needed to synthesize it. The reactants are: [CH3:1][O:2][C:3]1[CH:4]=[C:5]2[C:10](=[CH:11][C:12]=1[O:13][CH3:14])[N:9]=[CH:8][CH:7]=[C:6]2[O:15][C:16]1[CH:22]=[CH:21][C:19]([NH2:20])=[CH:18][C:17]=1[O:23][CH3:24].C(N(CC)CC)C.ClC(Cl)(O[C:36](=[O:42])OC(Cl)(Cl)Cl)Cl.[S:44]1[CH:48]=[CH:47][N:46]=[C:45]1[C@@H:49]([NH2:51])[CH3:50].